From a dataset of Catalyst prediction with 721,799 reactions and 888 catalyst types from USPTO. Predict which catalyst facilitates the given reaction. (1) Reactant: Cl.Cl.[CH3:3][S:4]([N:7]1[CH2:16][CH2:15][C:14]2[C:9](=[CH:10][CH:11]=[C:12]([C:17]3[O:21][N:20]=[C:19]([CH2:22][CH:23]4[CH2:28][CH2:27][NH:26][CH2:25][CH2:24]4)[N:18]=3)[CH:13]=2)[CH2:8]1)(=[O:6])=[O:5].[C:29](=O)([O:35]C1C=CC([N+]([O-])=O)=CC=1)[O:30][C:31]1([CH3:34])[CH2:33][CH2:32]1.CCN(CC)CC. Product: [CH3:3][S:4]([N:7]1[CH2:16][CH2:15][C:14]2[C:9](=[CH:10][CH:11]=[C:12]([C:17]3[O:21][N:20]=[C:19]([CH2:22][CH:23]4[CH2:28][CH2:27][N:26]([C:29]([O:30][C:31]5([CH3:34])[CH2:33][CH2:32]5)=[O:35])[CH2:25][CH2:24]4)[N:18]=3)[CH:13]=2)[CH2:8]1)(=[O:5])=[O:6]. The catalyst class is: 2. (2) Reactant: [OH:1][CH2:2][CH2:3][N:4]1[C:13]2[C:8](=[CH:9][C:10]([C:14]#[N:15])=[CH:11][CH:12]=2)[CH2:7][CH2:6][CH2:5]1.C(N(CC)CC)C.[CH3:23][S:24](Cl)(=[O:26])=[O:25].O. Product: [C:14]([C:10]1[CH:9]=[C:8]2[C:13](=[CH:12][CH:11]=1)[N:4]([CH2:3][CH2:2][O:1][S:24]([CH3:23])(=[O:26])=[O:25])[CH2:5][CH2:6][CH2:7]2)#[N:15]. The catalyst class is: 22. (3) The catalyst class is: 2. Reactant: CN1C2C=CC=C(N)C=2C=C1.[NH2:12][C@@H:13]([CH2:37][CH:38]([F:40])[F:39])[CH2:14][NH:15][C:16]1[N:21]=[C:20]([NH:22][C:23]2[CH:31]=[CH:30][CH:29]=[C:28]3[C:24]=2[CH:25]=[CH:26][N:27]3[CH2:32]C)[C:19]([C:34]([NH2:36])=[O:35])=[CH:18][N:17]=1.B(Br)(Br)Br. Product: [NH2:12][C@@H:13]([CH2:37][CH:38]([F:39])[F:40])[CH2:14][NH:15][C:16]1[N:21]=[C:20]([NH:22][C:23]2[CH:31]=[CH:30][CH:29]=[C:28]3[C:24]=2[CH:25]=[CH:26][N:27]3[CH3:32])[C:19]([C:34]([NH2:36])=[O:35])=[CH:18][N:17]=1. (4) Reactant: [NH2:1][C:2]1[C:7]([F:8])=[C:6]([C:9]2[CH:14]=[CH:13][C:12]([Cl:15])=[C:11]([O:16][CH2:17][CH3:18])[C:10]=2[F:19])[N:5]=[C:4]([C:20]([OH:22])=[O:21])[C:3]=1[Cl:23].[OH-].[Na+].[NH2:26][C:27]1[C:32]([F:33])=[C:31]([C:34]2[CH:39]=[CH:38][C:37]([Cl:40])=[C:36]([O:41][CH2:42][CH3:43])[C:35]=2[F:44])[N:30]=[C:29]([C:45]([O:47]C)=[O:46])[C:28]=1[Cl:49].Cl. Product: [NH2:1][C:2]1[C:7]([F:8])=[C:6]([C:9]2[CH:14]=[CH:13][C:12]([Cl:15])=[C:11]([O:16][CH2:17][CH3:18])[C:10]=2[F:19])[N:5]=[C:4]([C:20]([O:22][CH2:31][C:34]2[CH:39]=[CH:38][CH:37]=[CH:36][CH:35]=2)=[O:21])[C:3]=1[Cl:23].[NH2:26][C:27]1[C:32]([F:33])=[C:31]([C:34]2[CH:39]=[CH:38][C:37]([Cl:40])=[C:36]([O:41][CH2:42][CH3:43])[C:35]=2[F:44])[N:30]=[C:29]([C:45]([OH:47])=[O:46])[C:28]=1[Cl:49]. The catalyst class is: 5. (5) Reactant: [CH2:1]([O:8][C:9]([N:11]1[CH2:16][CH2:15][CH:14]([OH:17])[CH2:13][CH2:12]1)=[O:10])[C:2]1[CH:7]=[CH:6][CH:5]=[CH:4][CH:3]=1.[H-].[Na+].[CH3:20]I.O. The catalyst class is: 42. Product: [CH2:1]([O:8][C:9]([N:11]1[CH2:16][CH2:15][CH:14]([O:17][CH3:20])[CH2:13][CH2:12]1)=[O:10])[C:2]1[CH:7]=[CH:6][CH:5]=[CH:4][CH:3]=1. (6) Reactant: [F:1][C:2]1[CH:11]=[C:10]2[C:5]([CH:6]=[CH:7][C:8]([CH3:12])=[N:9]2)=[C:4]([N:13]2[CH2:18][CH2:17][NH:16][CH2:15][CH2:14]2)[CH:3]=1.[Cl:19][CH2:20][CH2:21][C:22]1[CH:23]=[CH:24][C:25]2[O:30][CH2:29][C:28](=[O:31])[N:27]([CH3:32])[C:26]=2[CH:33]=1.Cl. Product: [ClH:19].[F:1][C:2]1[CH:11]=[C:10]2[C:5]([CH:6]=[CH:7][C:8]([CH3:12])=[N:9]2)=[C:4]([N:13]2[CH2:14][CH2:15][N:16]([CH2:20][CH2:21][C:22]3[CH:23]=[CH:24][C:25]4[O:30][CH2:29][C:28](=[O:31])[N:27]([CH3:32])[C:26]=4[CH:33]=3)[CH2:17][CH2:18]2)[CH:3]=1. The catalyst class is: 2. (7) Reactant: [Br:1][C:2]1[CH:10]=[CH:9][C:5]([C:6](Cl)=[O:7])=[CH:4][C:3]=1[CH3:11].C(N(CC)CC)C.[C:19]([O:23][C:24]([NH:26][NH2:27])=[O:25])([CH3:22])([CH3:21])[CH3:20]. Product: [C:19]([O:23][C:24]([NH:26][NH:27][C:6](=[O:7])[C:5]1[CH:9]=[CH:10][C:2]([Br:1])=[C:3]([CH3:11])[CH:4]=1)=[O:25])([CH3:22])([CH3:21])[CH3:20]. The catalyst class is: 4. (8) Reactant: [C:12]([O:11][C:9](O[C:9]([O:11][C:12]([CH3:15])([CH3:14])[CH3:13])=[O:10])=[O:10])([CH3:15])([CH3:14])[CH3:13].[Cl:16][C:17]1[N:22]=[C:21]([N:23]2[CH2:28][CH2:27][CH2:26][C@@H:25]([NH:29][CH2:30][CH:31]3[CH2:33][CH2:32]3)[CH2:24]2)[CH:20]=[C:19]([CH2:34][CH2:35][CH3:36])[N:18]=1. Product: [Cl:16][C:17]1[N:22]=[C:21]([N:23]2[CH2:28][CH2:27][CH2:26][C@@H:25]([N:29]([CH2:30][CH:31]3[CH2:33][CH2:32]3)[C:9](=[O:10])[O:11][C:12]([CH3:13])([CH3:14])[CH3:15])[CH2:24]2)[CH:20]=[C:19]([CH2:34][CH2:35][CH3:36])[N:18]=1. The catalyst class is: 119. (9) Reactant: C([NH:8][C@H:9]([C:11](N)=O)[CH3:10])(OC(C)(C)C)=O.F[B-](F)(F)F.C([O+](CC)CC)C.[F:26][C:27]1[CH:28]=[C:29]([NH:34][C:35]2[CH:36]=[N:37][CH:38]=[C:39]([F:41])[CH:40]=2)[C:30]([NH2:33])=[CH:31][CH:32]=1. Product: [F:26][C:27]1[CH:32]=[CH:31][C:30]2[N:33]=[C:10]([C@@H:9]([NH2:8])[CH3:11])[N:34]([C:35]3[CH:36]=[N:37][CH:38]=[C:39]([F:41])[CH:40]=3)[C:29]=2[CH:28]=1. The catalyst class is: 497.